Predict the reactants needed to synthesize the given product. From a dataset of Full USPTO retrosynthesis dataset with 1.9M reactions from patents (1976-2016). Given the product [C:44]([O:48][C:49](=[O:69])[NH:50][C@H:51]([CH2:67][NH:68][C:10]([C:3]1[C:2]([NH2:1])=[N:7][C:6]([NH2:8])=[C:5]([Cl:9])[N:4]=1)=[O:12])[CH2:52][CH2:53][CH2:54][CH2:55][NH:56][C:57]([O:59][CH2:60][C:61]1[CH:62]=[CH:63][CH:64]=[CH:65][CH:66]=1)=[O:58])([CH3:47])([CH3:45])[CH3:46], predict the reactants needed to synthesize it. The reactants are: [NH2:1][C:2]1[C:3]([C:10]([OH:12])=O)=[N:4][C:5]([Cl:9])=[C:6]([NH2:8])[N:7]=1.CN(C(ON1N=NC2C=CC=NC1=2)=[N+](C)C)C.F[P-](F)(F)(F)(F)F.CN1CCOCC1.[C:44]([O:48][C:49](=[O:69])[NH:50][C@H:51]([CH2:67][NH2:68])[CH2:52][CH2:53][CH2:54][CH2:55][NH:56][C:57]([O:59][CH2:60][C:61]1[CH:66]=[CH:65][CH:64]=[CH:63][CH:62]=1)=[O:58])([CH3:47])([CH3:46])[CH3:45].